Task: Predict the reactants needed to synthesize the given product.. Dataset: Full USPTO retrosynthesis dataset with 1.9M reactions from patents (1976-2016) (1) Given the product [C:30]([CH2:29][N:11]1[CH2:12][CH2:13][N:14]([CH2:17][CH2:18][CH2:19][C:20]2[CH:25]=[CH:24][C:23]([N+:26]([O-:28])=[O:27])=[CH:22][CH:21]=2)[CH2:15][CH2:16][N:8]([CH2:7][C:6]([OH:37])=[O:5])[CH2:9][CH2:10]1)([OH:32])=[O:31], predict the reactants needed to synthesize it. The reactants are: C([O:5][C:6](=[O:37])[CH2:7][N:8]1[CH2:16][CH2:15][N:14]([CH2:17][CH2:18][CH2:19][C:20]2[CH:25]=[CH:24][C:23]([N+:26]([O-:28])=[O:27])=[CH:22][CH:21]=2)[CH2:13][CH2:12][N:11]([CH2:29][C:30]([O:32]C(C)(C)C)=[O:31])[CH2:10][CH2:9]1)(C)(C)C.Cl.C(OCC)C. (2) Given the product [C:17]([C:3]1[N:4]=[CH:5][C:6]([NH:8][C@H:9]([CH2:13][CH:14]2[CH2:16][CH2:15]2)[C:10]([NH2:12])=[O:11])=[N:7][C:2]=1[NH:26][C:24]1[S:23][N:22]=[C:21]([CH3:20])[CH:25]=1)#[N:18], predict the reactants needed to synthesize it. The reactants are: Cl[C:2]1[N:7]=[C:6]([NH:8][C@H:9]([CH2:13][CH:14]2[CH2:16][CH2:15]2)[C:10]([NH2:12])=[O:11])[CH:5]=[N:4][C:3]=1[C:17]#[N:18].Cl.[CH3:20][C:21]1[CH:25]=[C:24]([NH2:26])[S:23][N:22]=1.C([O-])([O-])=O.[K+].[K+].C1C=CC(P(C2C(C3C(P(C4C=CC=CC=4)C4C=CC=CC=4)=CC=C4C=3C=CC=C4)=C3C(C=CC=C3)=CC=2)C2C=CC=CC=2)=CC=1. (3) Given the product [Cl:3][C:4]1[CH:5]=[CH:6][C:7]([C:10]2[CH:11]=[N:12][C:13]([C:16]3[CH2:21][CH2:20][N:19]([CH3:2])[CH2:18][CH:17]=3)=[N:14][CH:15]=2)=[CH:8][CH:9]=1, predict the reactants needed to synthesize it. The reactants are: I[CH3:2].[Cl:3][C:4]1[CH:9]=[CH:8][C:7]([C:10]2[CH:11]=[N:12][C:13]([C:16]3[CH:21]=[CH:20][N:19]=[CH:18][CH:17]=3)=[N:14][CH:15]=2)=[CH:6][CH:5]=1. (4) Given the product [CH:7]12[CH2:16][CH:11]3[CH2:12][CH:13]([CH2:15][CH:9]([CH2:10]3)[CH:8]1[O:17][C:36]1[C:35]([Cl:34])=[CH:47][C:39]([C:40]([NH:42][S:43]([CH3:46])(=[O:45])=[O:44])=[O:41])=[C:38]([F:48])[CH:37]=1)[CH2:14]2, predict the reactants needed to synthesize it. The reactants are: C1(CCO)CC1.[CH:7]12[CH2:16][CH:11]3[CH2:12][CH:13]([CH2:15][CH:9]([CH2:10]3)[CH:8]1[OH:17])[CH2:14]2.FC1C=C(F)C(F)=CC=1C(NS(C)(=O)=O)=O.[Cl:34][C:35]1[C:36](F)=[CH:37][C:38]([F:48])=[C:39]([CH:47]=1)[C:40]([NH:42][S:43]([CH3:46])(=[O:45])=[O:44])=[O:41]. (5) Given the product [CH:5]1[CH:6]=[CH:7][C:5]([C@H:9]2[O:8][C:7]3[CH:18]=[C:16]([OH:17])[CH:15]=[C:13]([OH:14])[C:3]=3[C:1](=[O:4])[CH2:2]2)=[CH:6][CH:9]=1, predict the reactants needed to synthesize it. The reactants are: [CH:1]([OH:4])([CH3:3])[CH3:2].[CH2:5]1[CH2:9][O:8][CH2:7][CH2:6]1.CN([CH:13]=[O:14])C.[CH3:15][C:16]([CH3:18])=[O:17]. (6) Given the product [Cl:1][C:2]1[CH:11]=[C:10]2[C:5]([CH:6]=[C:7]([C:16]3[CH:17]=[C:18]([O:24][CH3:25])[CH:19]=[C:20]([O:22][CH3:23])[C:21]=3[F:27])[C:8](=[O:15])[N:9]2[CH:12]([CH3:14])[CH3:13])=[CH:4][N:3]=1, predict the reactants needed to synthesize it. The reactants are: [Cl:1][C:2]1[CH:11]=[C:10]2[C:5]([CH:6]=[C:7]([C:16]3[CH:21]=[C:20]([O:22][CH3:23])[CH:19]=[C:18]([O:24][CH3:25])[CH:17]=3)[C:8](=[O:15])[N:9]2[CH:12]([CH3:14])[CH3:13])=[CH:4][N:3]=1.[B-](F)(F)(F)[F:27].[B-](F)(F)(F)F.C1[N+]2(CCl)CC[N+](F)(CC2)C1. (7) Given the product [CH3:11][O:10][C:8]([C@@H:3]1[CH2:7][CH2:6][CH2:5][N:4]1[N:23]=[O:24])=[O:9], predict the reactants needed to synthesize it. The reactants are: Cl.C[C@:3]1([C:8]([O:10][CH3:11])=[O:9])[CH2:7][CH2:6][CH2:5][NH:4]1.C1(C)C=CC(S(O)(=O)=O)=CC=1.[N:23]([O-])=[O:24].[Na+]. (8) Given the product [ClH:27].[ClH:27].[C:1]1([C@H:7]2[C@H:16]3[CH2:17][CH2:18][NH:19][C@H:15]3[C:14]3[CH:13]=[CH:12][CH:11]=[CH:10][C:9]=3[NH:8]2)[CH:2]=[CH:3][CH:4]=[CH:5][CH:6]=1, predict the reactants needed to synthesize it. The reactants are: [C:1]1([C@H:7]2[C@H:16]3[CH2:17][CH2:18][N:19](C(OC(C)(C)C)=O)[C@H:15]3[C:14]3[CH:13]=[CH:12][CH:11]=[CH:10][C:9]=3[NH:8]2)[CH:6]=[CH:5][CH:4]=[CH:3][CH:2]=1.[ClH:27]. (9) Given the product [C:1]([O:5][C:6]([N:8]1[CH2:17][CH2:16][C:15]2[N:14]([C:25]3[CH:30]=[CH:29][CH:28]=[CH:27][CH:26]=3)[N:13]=[C:12]([C:18]3[CH:23]=[CH:22][C:21]([Cl:24])=[CH:20][CH:19]=3)[C:11]=2[CH2:10][CH2:9]1)=[O:7])([CH3:4])([CH3:2])[CH3:3], predict the reactants needed to synthesize it. The reactants are: [C:1]([O:5][C:6]([N:8]1[CH2:17][CH2:16][C:15]2[NH:14][N:13]=[C:12]([C:18]3[CH:23]=[CH:22][C:21]([Cl:24])=[CH:20][CH:19]=3)[C:11]=2[CH2:10][CH2:9]1)=[O:7])([CH3:4])([CH3:3])[CH3:2].[C:25]1(B(O)O)[CH:30]=[CH:29][CH:28]=[CH:27][CH:26]=1.N1C=CC=CC=1.